This data is from Reaction yield outcomes from USPTO patents with 853,638 reactions. The task is: Predict the reaction yield, written as a fraction of the theoretical maximum amount of product (1.0 means a 100% yield; for example, 0.34 means a 34% yield). (1) The reactants are [Br:1][C:2]1[C:11]([O:12][CH3:13])=[CH:10][CH:9]=[C:8]2[C:3]=1[CH:4]=[CH:5][C:6]([S:14]([CH3:17])(=O)=O)=[N:7]2.O. The catalyst is CN(C=O)C. The product is [Br:1][C:2]1[C:11]([O:12][CH3:13])=[CH:10][CH:9]=[C:8]2[C:3]=1[CH:4]=[CH:5][C:6]([S:14][CH3:17])=[N:7]2. The yield is 1.00. (2) The reactants are C(OC([N:8]1[CH2:13][CH2:12][N:11]([S:14]([C:17]2[C:18]([OH:36])=[C:19]([NH:24][C:25]([NH:27][C:28]3[CH:33]=[CH:32][CH:31]=[C:30]([Cl:34])[C:29]=3[Cl:35])=[O:26])[CH:20]=[CH:21][C:22]=2[Cl:23])(=[O:16])=[O:15])[CH2:10][CH2:9]1)=O)(C)(C)C.[F:37][C:38]([F:43])([F:42])[C:39]([OH:41])=[O:40]. No catalyst specified. The product is [F:37][C:38]([F:43])([F:42])[C:39]([OH:41])=[O:40].[Cl:23][C:22]1[CH:21]=[CH:20][C:19]([NH:24][C:25]([NH:27][C:28]2[CH:33]=[CH:32][CH:31]=[C:30]([Cl:34])[C:29]=2[Cl:35])=[O:26])=[C:18]([OH:36])[C:17]=1[S:14]([N:11]1[CH2:10][CH2:9][NH:8][CH2:13][CH2:12]1)(=[O:15])=[O:16]. The yield is 0.660.